From a dataset of Catalyst prediction with 721,799 reactions and 888 catalyst types from USPTO. Predict which catalyst facilitates the given reaction. (1) Reactant: [C:1]([O:4][C:5]1[CH:6]=[C:7]([CH:22]=[CH:23][CH:24]=1)[C:8]1[CH2:9][O:10][C:11]2[C:16]([CH:17]=1)=[CH:15][CH:14]=[C:13]([O:18][C:19](=[O:21])[CH3:20])[CH:12]=2)(=[O:3])[CH3:2].[CH:25]1C=CC([C+](C2C=CC=CC=2)C2C=CC=CC=2)=CC=1.F[P-](F)(F)(F)(F)F.C[Zn]C. Product: [C:1]([O:4][C:5]1[CH:6]=[C:7]([CH:22]=[CH:23][CH:24]=1)[C:8]1[CH:9]([CH3:25])[O:10][C:11]2[C:16]([CH:17]=1)=[CH:15][CH:14]=[C:13]([O:18][C:19](=[O:21])[CH3:20])[CH:12]=2)(=[O:3])[CH3:2]. The catalyst class is: 4. (2) Reactant: [CH2:1]([OH:8])[C:2]1[CH:7]=[CH:6][CH:5]=[CH:4][CH:3]=1.[H-].[Na+].F[C:12]1[CH:13]=[C:14]([CH:32]=[CH:33][C:34]=1[N+:35]([O-:37])=[O:36])[O:15][C:16]1[C:25](=[O:26])[C:24]2[C:19](=[CH:20][C:21]([OH:27])=[CH:22][CH:23]=2)[O:18][C:17]=1[C:28]([F:31])([F:30])[F:29].[NH4+].[Cl-]. Product: [CH2:1]([O:8][C:33]1[CH:32]=[C:14]([CH:13]=[CH:12][C:34]=1[N+:35]([O-:37])=[O:36])[O:15][C:16]1[C:25](=[O:26])[C:24]2[C:19](=[CH:20][C:21]([OH:27])=[CH:22][CH:23]=2)[O:18][C:17]=1[C:28]([F:31])([F:29])[F:30])[C:2]1[CH:7]=[CH:6][CH:5]=[CH:4][CH:3]=1. The catalyst class is: 16.